From a dataset of Reaction yield outcomes from USPTO patents with 853,638 reactions. Predict the reaction yield, written as a fraction of the theoretical maximum amount of product (1.0 means a 100% yield; for example, 0.34 means a 34% yield). (1) The reactants are [I:1][C:2]1[C:6]([C:7]([O:9]CC)=[O:8])=[CH:5][N:4]([CH:12]2[CH2:17][CH2:16][CH2:15][CH2:14][O:13]2)[N:3]=1.[Li+].[OH-].Cl. The catalyst is C1COCC1.CO.O. The product is [I:1][C:2]1[C:6]([C:7]([OH:9])=[O:8])=[CH:5][N:4]([CH:12]2[CH2:17][CH2:16][CH2:15][CH2:14][O:13]2)[N:3]=1. The yield is 0.760. (2) The reactants are [N:1]1[CH:6]=[CH:5][CH:4]=[CH:3][C:2]=1[C:7]1[N:11]=[C:10]([C:12]2[CH:17]=[C:16]([OH:18])[CH:15]=[C:14]([C:19]#[N:20])[CH:13]=2)[O:9][N:8]=1.C(=O)([O-])[O-].[K+].[K+].[CH2:27](I)[CH2:28][CH3:29]. The catalyst is CN(C)C=O.ClCCl. The product is [N:1]1[CH:6]=[CH:5][CH:4]=[CH:3][C:2]=1[C:7]1[N:11]=[C:10]([C:12]2[CH:17]=[C:16]([O:18][CH2:27][CH2:28][CH3:29])[CH:15]=[C:14]([C:19]#[N:20])[CH:13]=2)[O:9][N:8]=1. The yield is 0.400. (3) The reactants are [I:1][C:2]1[CH:10]=[C:6]([C:7]([OH:9])=O)[C:5]([OH:11])=[CH:4][CH:3]=1.[F:12][C:13]([F:26])([F:25])[C:14]1[CH:15]=[C:16]([CH:18]=[C:19]([C:21]([F:24])([F:23])[F:22])[CH:20]=1)[NH2:17]. No catalyst specified. The product is [F:12][C:13]([F:25])([F:26])[C:14]1[CH:15]=[C:16]([NH:17][C:7](=[O:9])[C:6]2[CH:10]=[C:2]([I:1])[CH:3]=[CH:4][C:5]=2[OH:11])[CH:18]=[C:19]([C:21]([F:22])([F:24])[F:23])[CH:20]=1. The yield is 0.622. (4) The reactants are [Cl:1][CH2:2][CH2:3][CH2:4][O:5][C:6]1[C:7]([O:19][CH3:20])=[CH:8][C:9]([N+:16]([O-])=O)=[C:10]([CH:15]=1)[C:11]([O:13][CH3:14])=[O:12]. The catalyst is CCOC(C)=O.[Pd]. The product is [NH2:16][C:9]1[CH:8]=[C:7]([O:19][CH3:20])[C:6]([O:5][CH2:4][CH2:3][CH2:2][Cl:1])=[CH:15][C:10]=1[C:11]([O:13][CH3:14])=[O:12]. The yield is 0.990. (5) The reactants are F[C:2]1[CH:9]=[CH:8][C:5]([CH:6]=[O:7])=[CH:4][CH:3]=1.C([O-])([O-])=O.[K+].[K+].[NH:16]1[CH:20]=[N:19][CH:18]=[N:17]1. The catalyst is CN(C=O)C.O. The product is [N:16]1([C:2]2[CH:9]=[CH:8][C:5]([CH:6]=[O:7])=[CH:4][CH:3]=2)[CH:20]=[N:19][CH:18]=[N:17]1. The yield is 0.650. (6) The reactants are [NH2:1][C:2]1[N:6]([CH3:7])[C:5](=[O:8])[C:4]([C:16]2[CH:21]=[CH:20][C:19]([F:22])=[C:18]([C:23]3[CH:28]=[N:27][CH:26]=[CH:25][N:24]=3)[CH:17]=2)([C:9]2[CH:14]=[CH:13][C:12]([OH:15])=[CH:11][CH:10]=2)[N:3]=1.C(N(CC)CC)C.C1C=CC(N([S:43]([C:46]([F:49])([F:48])[F:47])(=[O:45])=[O:44])[S:43]([C:46]([F:49])([F:48])[F:47])(=[O:45])=[O:44])=CC=1. The catalyst is ClCCl.CN(C)C=O. The product is [F:47][C:46]([F:49])([F:48])[S:43]([O:15][C:12]1[CH:13]=[CH:14][C:9]([C:4]2([C:16]3[CH:21]=[CH:20][C:19]([F:22])=[C:18]([C:23]4[CH:28]=[N:27][CH:26]=[CH:25][N:24]=4)[CH:17]=3)[C:5](=[O:8])[N:6]([CH3:7])[C:2]([NH2:1])=[N:3]2)=[CH:10][CH:11]=1)(=[O:45])=[O:44]. The yield is 0.280. (7) The reactants are [C:1]([C:5]1[S:9][C:8]([C:10]([NH:12][C@@H:13]([CH2:26][C:27]2[CH:32]=[CH:31][C:30]([C:33]3[N:38]=[CH:37][C:36]([C:39]4[CH:44]=[CH:43][C:42]([OH:45])=[C:41]([F:46])[CH:40]=4)=[CH:35][N:34]=3)=[CH:29][CH:28]=2)[C:14]([NH:16][C@@H:17]([C:19]([O:21][C:22]([CH3:25])([CH3:24])[CH3:23])=[O:20])[CH3:18])=[O:15])=[O:11])=[CH:7][CH:6]=1)([CH3:4])([CH3:3])[CH3:2].C1(N([S:58]([C:61]([F:64])([F:63])[F:62])(=[O:60])=[O:59])S(C)(=O)=O)C=CC=CC=1.CCN(C(C)C)C(C)C. The catalyst is C(Cl)Cl. The product is [C:1]([C:5]1[S:9][C:8]([C:10]([NH:12][C@@H:13]([CH2:26][C:27]2[CH:32]=[CH:31][C:30]([C:33]3[N:34]=[CH:35][C:36]([C:39]4[CH:44]=[CH:43][C:42]([O:45][S:58]([C:61]([F:64])([F:63])[F:62])(=[O:60])=[O:59])=[C:41]([F:46])[CH:40]=4)=[CH:37][N:38]=3)=[CH:29][CH:28]=2)[C:14]([NH:16][C@@H:17]([C:19]([O:21][C:22]([CH3:25])([CH3:23])[CH3:24])=[O:20])[CH3:18])=[O:15])=[O:11])=[CH:7][CH:6]=1)([CH3:2])([CH3:3])[CH3:4]. The yield is 0.780. (8) The reactants are C[O:2][C:3](=[O:22])[CH2:4][NH:5][C:6]([C:8]1[C:13]([OH:14])=[CH:12][C:11]([C:15]2[CH:20]=[CH:19][CH:18]=[C:17]([Cl:21])[CH:16]=2)=[CH:10][N:9]=1)=[O:7].[OH-].[Na+].Cl. The catalyst is C1COCC1. The product is [Cl:21][C:17]1[CH:16]=[C:15]([C:11]2[CH:12]=[C:13]([OH:14])[C:8]([C:6]([NH:5][CH2:4][C:3]([OH:22])=[O:2])=[O:7])=[N:9][CH:10]=2)[CH:20]=[CH:19][CH:18]=1. The yield is 0.640. (9) The reactants are [NH:1]1[C:5]([C:6]([OH:8])=[O:7])=[C:4]([C:9]([OH:11])=[O:10])[N:3]=[CH:2]1.[CH2:12](N(CC)CC)[CH3:13].[CH2:19](O)[CH3:20]. The catalyst is ClCCl. The product is [NH:1]1[C:5]([C:6]([O:8][CH2:12][CH3:13])=[O:7])=[C:4]([C:9]([O:11][CH2:19][CH3:20])=[O:10])[N:3]=[CH:2]1. The yield is 0.520.